From a dataset of Reaction yield outcomes from USPTO patents with 853,638 reactions. Predict the reaction yield, written as a fraction of the theoretical maximum amount of product (1.0 means a 100% yield; for example, 0.34 means a 34% yield). (1) The reactants are C1([NH:7][C:8]([C:10]2[C:11](=[O:29])[N:12]([CH2:21][C:22]3[CH:27]=[CH:26][C:25]([F:28])=[CH:24][CH:23]=3)[C:13]3[C:18]([C:19]=2O)=[CH:17][CH:16]=[CH:15][CH:14]=3)=O)CCCCC1.P(Cl)(Cl)([Cl:32])=O. No catalyst specified. The product is [Cl:32][C:19]1[C:18]2[C:13](=[CH:14][CH:15]=[CH:16][CH:17]=2)[N:12]([CH2:21][C:22]2[CH:27]=[CH:26][C:25]([F:28])=[CH:24][CH:23]=2)[C:11](=[O:29])[C:10]=1[C:8]#[N:7]. The yield is 0.760. (2) The reactants are [C:1]([O:5][C:6]([NH:8][NH:9][CH2:10][C:11]1[CH:16]=[CH:15][C:14]([C:17]2[CH:22]=[CH:21][CH:20]=[CH:19][N:18]=2)=[CH:13][CH:12]=1)=[O:7])([CH3:4])([CH3:3])[CH3:2].[O:23]1[C@@H:25]([C@@H:26]([NH:34][C:35]([O:37][C:38]([CH3:41])([CH3:40])[CH3:39])=[O:36])[CH2:27][C:28]2[CH:33]=[CH:32][CH:31]=[CH:30][CH:29]=2)[CH2:24]1. The catalyst is CC(O)C. The product is [C:1]([O:5][C:6]([NH:8][N:9]([CH2:24][CH:25]([OH:23])[CH:26]([NH:34][C:35]([O:37][C:38]([CH3:41])([CH3:40])[CH3:39])=[O:36])[CH2:27][C:28]1[CH:33]=[CH:32][CH:31]=[CH:30][CH:29]=1)[CH2:10][C:11]1[CH:16]=[CH:15][C:14]([C:17]2[CH:22]=[CH:21][CH:20]=[CH:19][N:18]=2)=[CH:13][CH:12]=1)=[O:7])([CH3:4])([CH3:2])[CH3:3]. The yield is 0.660. (3) The reactants are [CH:1]#[C:2][CH2:3][CH3:4].C(NC(C)C)(C)C.Br[C:13]1[CH:14]=[N:15][CH:16]=[C:17]([Br:19])[CH:18]=1. The catalyst is C(#N)C.CCOC(C)=O. The product is [Br:19][C:17]1[CH:16]=[N:15][CH:14]=[C:13]([C:1]#[C:2][CH2:3][CH3:4])[CH:18]=1. The yield is 0.870.